From a dataset of Catalyst prediction with 721,799 reactions and 888 catalyst types from USPTO. Predict which catalyst facilitates the given reaction. (1) Reactant: [Si:1]([O:18][CH2:19][C:20]1[C:21]([O:30][CH2:31][C:32]2[CH:37]=[CH:36][C:35]([O:38][CH3:39])=[CH:34][CH:33]=2)=[N:22][C:23](S(C)(=O)=O)=[N:24][CH:25]=1)([C:14]([CH3:17])([CH3:16])[CH3:15])([C:8]1[CH:13]=[CH:12][CH:11]=[CH:10][CH:9]=1)[C:2]1[CH:7]=[CH:6][CH:5]=[CH:4][CH:3]=1.[C-:40]#[N:41].[K+]. The catalyst class is: 58. Product: [Si:1]([O:18][CH2:19][C:20]1[C:21]([O:30][CH2:31][C:32]2[CH:37]=[CH:36][C:35]([O:38][CH3:39])=[CH:34][CH:33]=2)=[N:22][C:23]([C:40]#[N:41])=[N:24][CH:25]=1)([C:14]([CH3:17])([CH3:16])[CH3:15])([C:8]1[CH:13]=[CH:12][CH:11]=[CH:10][CH:9]=1)[C:2]1[CH:7]=[CH:6][CH:5]=[CH:4][CH:3]=1. (2) Reactant: Cl.[Cl:2][C:3]1[CH:16]=[CH:15][C:14]2S[C:12]3[C:7](=[CH:8][CH:9]=[CH:10][CH:11]=3)[N:6]([CH2:17][CH2:18][CH2:19][NH2:20])[C:5]=2[CH:4]=1.[CH3:21][CH2:22]N(CC)CC.[CH3:28][C:29]1[CH:34]=[CH:33][CH:32]=[CH:31][C:30]=1[S:35](Cl)(=[O:37])=[O:36].[Na+].[Cl-]. Product: [Cl:2][C:3]1[CH:16]=[CH:15][C:14]2[CH2:22][CH2:21][C:12]3[CH:11]=[CH:10][CH:9]=[CH:8][C:7]=3[N:6]([CH2:17][CH2:18][CH2:19][NH:20][S:35]([C:30]3[CH:31]=[CH:32][CH:33]=[CH:34][C:29]=3[CH3:28])(=[O:37])=[O:36])[C:5]=2[CH:4]=1. The catalyst class is: 3. (3) Reactant: Cl[C:2]1[N:7]=[C:6]2[N:8]([CH3:11])[CH:9]=[CH:10][C:5]2=[CH:4][C:3]=1[F:12].[N:13]1[CH:18]=[CH:17][CH:16]=[CH:15][C:14]=1[CH2:19][OH:20].[H-].[Na+]. Product: [F:12][C:3]1[CH:4]=[C:5]2[CH:10]=[CH:9][N:8]([CH3:11])[C:6]2=[N:7][C:2]=1[O:20][CH2:19][C:14]1[CH:15]=[CH:16][CH:17]=[CH:18][N:13]=1. The catalyst class is: 16. (4) Reactant: C(NC(C)C)(C)C.C([Li])CCC.[O:13]([C:20]1[CH:21]=[C:22]([CH2:26][C:27]([OH:29])=[O:28])[CH:23]=[CH:24][CH:25]=1)[C:14]1[CH:19]=[CH:18][CH:17]=[CH:16][CH:15]=1.Br[CH2:31][C:32]([CH3:34])=[CH2:33]. Product: [O:13]([C:20]1[CH:21]=[C:22]([CH:26]([CH2:33][C:32]([CH3:34])=[CH2:31])[C:27]([OH:29])=[O:28])[CH:23]=[CH:24][CH:25]=1)[C:14]1[CH:15]=[CH:16][CH:17]=[CH:18][CH:19]=1. The catalyst class is: 1. (5) Reactant: [Br:1][C:2]1[CH:3]=[CH:4][C:5]2=[C:6]([CH:25]=1)[N:7]=[C:8]([NH:17][C:18]([O:20][C:21]([CH3:24])([CH3:23])[CH3:22])=[O:19])[CH2:9][C:10]([C:12]([O:14]CC)=[O:13])=[CH:11]2.[OH-].[Na+].Cl. Product: [Br:1][C:2]1[CH:3]=[CH:4][C:5]2=[C:6]([CH:25]=1)[N:7]=[C:8]([NH:17][C:18]([O:20][C:21]([CH3:23])([CH3:22])[CH3:24])=[O:19])[CH2:9][C:10]([C:12]([OH:14])=[O:13])=[CH:11]2. The catalyst class is: 1. (6) Reactant: [NH2:1][CH2:2][CH2:3][N:4]([CH2:30][CH3:31])[C:5]1[CH:10]=[CH:9][C:8]([NH:11][C:12]2[CH:17]=[C:16]([C:18]3[CH:19]=[C:20]([C:24]4[CH:29]=[CH:28][CH:27]=[CH:26][CH:25]=4)[CH:21]=[CH:22][CH:23]=3)[N:15]=[CH:14][N:13]=2)=[CH:7][CH:6]=1.CCN([CH:38]([CH3:40])[CH3:39])C(C)C.O1[CH2:46][CH2:45]OCC1.[C:47]([O-:50])(O)=O.[Na+]. Product: [C:20]1([C:24]2[CH:25]=[CH:26][CH:27]=[CH:28][CH:29]=2)[CH:21]=[CH:22][CH:23]=[C:18]([C:16]2[N:15]=[CH:14][N:13]=[C:12]([NH:11][C:8]3[CH:9]=[CH:10][C:5]([N:4]([CH2:30][CH3:31])[CH2:3][CH2:2][NH:1][C:47](=[O:50])[CH2:12][CH2:17][CH2:16][CH2:18][CH2:23][CH2:22][CH2:21][CH2:20][CH2:24][CH2:25][CH2:45][CH2:46][CH2:40][CH2:38][CH3:39])=[CH:6][CH:7]=3)[CH:17]=2)[CH:19]=1. The catalyst class is: 13. (7) Reactant: [BH4-].[Na+].[OH:3][NH:4][C:5](=[O:34])[CH:6]([CH2:16][S:17]([C:20]1[CH:25]=[CH:24][C:23]([C:26](=[O:33])[C:27]2[CH:32]=[CH:31][CH:30]=[CH:29][CH:28]=2)=[CH:22][CH:21]=1)(=[O:19])=[O:18])[CH2:7][CH2:8][CH2:9][C:10]1[CH:15]=[CH:14][CH:13]=[CH:12][CH:11]=1. Product: [OH:3][NH:4][C:5](=[O:34])[CH:6]([CH2:16][S:17]([C:20]1[CH:21]=[CH:22][C:23]([CH:26]([OH:33])[C:27]2[CH:32]=[CH:31][CH:30]=[CH:29][CH:28]=2)=[CH:24][CH:25]=1)(=[O:18])=[O:19])[CH2:7][CH2:8][CH2:9][C:10]1[CH:11]=[CH:12][CH:13]=[CH:14][CH:15]=1. The catalyst class is: 5.